Dataset: Forward reaction prediction with 1.9M reactions from USPTO patents (1976-2016). Task: Predict the product of the given reaction. (1) The product is: [C:1]([O:5][C:12]1([CH3:11])[CH:13]2[CH2:21][CH:17]3[CH2:16][CH:15]([CH2:20][CH:19]1[CH2:18]3)[CH2:14]2)(=[O:4])[CH:2]=[CH2:3]. Given the reactants [C:1]([OH:5])(=[O:4])[CH:2]=[CH2:3].S(=O)(=O)(O)O.[CH2:11]=[C:12]1[CH:19]2[CH2:20][CH:15]3[CH2:16][CH:17]([CH2:21][CH:13]1[CH2:14]3)[CH2:18]2.[OH-].[Na+], predict the reaction product. (2) Given the reactants [CH2:1]([N:3]1[CH2:8][C@H:7]([CH3:9])[N:6]2[CH:10]=[C:11]([C:14]([O:16][CH2:17][CH3:18])=[O:15])[C:12]([OH:13])=[C:5]2[C:4]1=[O:19])[CH3:2].[C:20](=O)([O-])[O-].[K+].[K+].IC, predict the reaction product. The product is: [CH2:1]([N:3]1[CH2:8][C@H:7]([CH3:9])[N:6]2[CH:10]=[C:11]([C:14]([O:16][CH2:17][CH3:18])=[O:15])[C:12]([O:13][CH3:20])=[C:5]2[C:4]1=[O:19])[CH3:2].